Predict the reactants needed to synthesize the given product. From a dataset of Full USPTO retrosynthesis dataset with 1.9M reactions from patents (1976-2016). (1) Given the product [CH3:8][C:7]1[N:6]2[C:9](=[O:12])[NH:10][N:11]=[C:5]2[CH:4]=[CH:3][C:2]=1[B:13]1[O:17][C:16]([CH3:19])([CH3:18])[C:15]([CH3:21])([CH3:20])[O:14]1, predict the reactants needed to synthesize it. The reactants are: Br[C:2]1[CH:3]=[CH:4][C:5]2[N:6]([C:9](=[O:12])[NH:10][N:11]=2)[C:7]=1[CH3:8].[B:13]1([B:13]2[O:17][C:16]([CH3:19])([CH3:18])[C:15]([CH3:21])([CH3:20])[O:14]2)[O:17][C:16]([CH3:19])([CH3:18])[C:15]([CH3:21])([CH3:20])[O:14]1.CC([O-])=O.[K+]. (2) Given the product [CH3:5][CH:6]([CH3:15])[CH2:7][CH2:8][CH:9]1[CH:13]([CH:1]=[CH2:2])[CH2:12][CH2:11][C:10]1=[O:14], predict the reactants needed to synthesize it. The reactants are: [CH:1]([Mg]Cl)=[CH2:2].[CH3:5][CH:6]([CH3:15])[CH2:7][CH2:8][C:9]1[C:10](=[O:14])[CH2:11][CH2:12][CH:13]=1. (3) Given the product [C:22]([O:25][C:26]([N:8]1[C:9]2[C:10](=[O:11])[NH:1][C:2](=[O:3])[N:4]([CH2:20][CH2:18][CH3:19])[C:5]=2[N:6]=[CH:7]1)=[O:27])([CH3:24])([CH3:23])[CH3:21], predict the reactants needed to synthesize it. The reactants are: [NH:1]1[C:10](=[O:11])[C:9]2[NH:8][CH:7]=[N:6][C:5]=2[NH:4][C:2]1=[O:3].CCN([CH:18]([CH3:20])[CH3:19])C(C)C.[CH3:21][C:22]([O:25][C:26](O[C:26]([O:25][C:22]([CH3:24])([CH3:23])[CH3:21])=[O:27])=[O:27])([CH3:24])[CH3:23]. (4) Given the product [CH3:1][O:2][P:3]([CH2:7][CH:8]([OH:29])[CH:9]([NH2:14])[CH2:10][CH:11]([CH3:12])[CH3:13])(=[O:6])[O:4][CH3:5], predict the reactants needed to synthesize it. The reactants are: [CH3:1][O:2][P:3]([CH2:7][CH:8]([OH:29])[CH:9]([N:14](CC1C=CC=CC=1)CC1C=CC=CC=1)[CH2:10][CH:11]([CH3:13])[CH3:12])(=[O:6])[O:4][CH3:5]. (5) Given the product [Cl:23][C:24]1[C:29]([O:9][C:4]2[CH:3]=[C:2]([Cl:1])[CH:7]=[C:6]([Cl:8])[CH:5]=2)=[C:28]([C:31]([F:32])([F:33])[F:34])[CH:27]=[CH:26][N:25]=1, predict the reactants needed to synthesize it. The reactants are: [Cl:1][C:2]1[CH:3]=[C:4]([OH:9])[CH:5]=[C:6]([Cl:8])[CH:7]=1.C(=O)([O-])[O-].[K+].[K+].CN1CCCC1=O.[Cl:23][C:24]1[C:29](F)=[C:28]([C:31]([F:34])([F:33])[F:32])[CH:27]=[CH:26][N:25]=1. (6) Given the product [Cl:1][C:2]1[CH:10]=[CH:9][C:5]([C:6]([NH:18][NH:17][C:15](=[O:16])[C:14]2[CH:19]=[CH:20][C:21]([CH3:22])=[C:12]([OH:11])[CH:13]=2)=[O:7])=[CH:4][CH:3]=1, predict the reactants needed to synthesize it. The reactants are: [Cl:1][C:2]1[CH:10]=[CH:9][C:5]([C:6](Cl)=[O:7])=[CH:4][CH:3]=1.[OH:11][C:12]1[CH:13]=[C:14]([CH:19]=[CH:20][C:21]=1[CH3:22])[C:15]([NH:17][NH2:18])=[O:16].C(N(CC)CC)C. (7) Given the product [CH3:22][O:21][C:18]1[CH:17]=[CH:16][C:15]([S:12]([N:4]([CH2:5][C:6]2[CH:7]=[N:8][CH:9]=[CH:10][CH:11]=2)[C:3]2[C:29]([C:30]([O:32][CH2:33][CH3:34])=[O:31])=[CH:28][N:27]=[C:26]3[S:35][N:36]=[C:37]([CH3:38])[C:25]=23)(=[O:14])=[O:13])=[CH:20][CH:19]=1, predict the reactants needed to synthesize it. The reactants are: [H-].[Na+].[CH3:3][N:4]([S:12]([C:15]1[CH:20]=[CH:19][C:18]([O:21][CH3:22])=[CH:17][CH:16]=1)(=[O:14])=[O:13])[CH2:5][C:6]1[CH:7]=[N:8][CH:9]=[CH:10][CH:11]=1.ClC1[C:29]([C:30]([O:32][CH2:33][CH3:34])=[O:31])=[CH:28][N:27]=[C:26]2[S:35][N:36]=[C:37]([CH3:38])[C:25]=12. (8) Given the product [C:13]1([C@H:12]2[CH2:11][O:10][C:9](=[O:19])[N:8]2[C:6]2[CH:5]=[CH:4][N:3]=[C:2]([NH:24][CH:22]([CH3:23])[C:21]([F:26])([F:25])[F:20])[N:7]=2)[CH:18]=[CH:17][CH:16]=[CH:15][CH:14]=1.[F:20][C:21]([F:26])([F:25])[C:22]([OH:10])=[O:36], predict the reactants needed to synthesize it. The reactants are: Cl[C:2]1[N:7]=[C:6]([N:8]2[C@@H:12]([C:13]3[CH:18]=[CH:17][CH:16]=[CH:15][CH:14]=3)[CH2:11][O:10][C:9]2=[O:19])[CH:5]=[CH:4][N:3]=1.[F:20][C:21]([F:26])([F:25])[CH:22]([NH2:24])[CH3:23].CCN(C(C)C)C(C)C.[OH2:36]. (9) Given the product [Cl:1][C:2]1[N:10]=[C:9]2[C:5]([N:6]=[CH:7][N:8]2[CH:11]2[CH2:16][CH2:15][CH2:14][CH2:13][O:12]2)=[C:4]([NH2:19])[N:3]=1, predict the reactants needed to synthesize it. The reactants are: [Cl:1][C:2]1[N:10]=[C:9]2[C:5]([N:6]=[CH:7][N:8]2[CH:11]2[CH2:16][CH2:15][CH2:14][CH2:13][O:12]2)=[C:4](Cl)[N:3]=1.O.[NH3:19].CO.